From a dataset of Experimentally validated miRNA-target interactions with 360,000+ pairs, plus equal number of negative samples. Binary Classification. Given a miRNA mature sequence and a target amino acid sequence, predict their likelihood of interaction. (1) The miRNA is hsa-miR-548ah-3p with sequence CAAAAACUGCAGUUACUUUUGC. The protein sequence of the target gene is MSGDEMIFDPTMSKKKKKKKKPFMLDEEGDTQTEETQPSETKEVEPEPTEDKDLEADEEDTRKKDASDDLDDLNFFNQKKKKKKTKKIFDIDEAEEGVKDLKIESDVQEPTEPEDDLDIMLGNKKKKKKNVKFPDEDEILEKDEALEDEDNKKDDGISFSNQTGPAWAGSERDYTYEELLNRVFNIMREKNPDMVAGEKRKFVMKPPQVVRVGTKKTSFVNFTDICKLLHRQPKHLLAFLLAELGTSGSIDGNNQLVIKGRFQQKQIENVLRRYIKEYVTCHTCRSPDTILQKDTRLYFL.... Result: 1 (interaction). (2) The miRNA is hsa-miR-6752-5p with sequence GGGGGGUGUGGAGCCAGGGGGC. The protein sequence of the target gene is MDELVHDLASALEQTSEQNKLGELWEEMALSPRQQRRQLRKRRGRKRRSDFTHLAEHTCCYSEASESSLDEATKDCREVAPVTNFSDSDDTMVAKRHPALNAIVKSKQHSWHESDSFTENAPCRPLRRRRKVKRVTSEVAASLQQKLKVSDWSYERGCRFKSAKKQRLSRWKENTPWTSSGHGLCESAENRTFLSKTGRKERMECETDEQKQGSDENMSECETSSVCSSSDTGLFTNDEGRQGDDEQSDWFYEGECVPGFTVPNLLPKWAPDHCSEVERMDSGLDKFSDSTFLLPSRPAQ.... Result: 0 (no interaction). (3) The protein sequence of the target gene is MGGQVSASNSFSRLHCRNANEDWMSALCPRLWDVPLHHLSIPGSHDTMTYCLNKKSPISHEESRLLQLLNKALPCITRPVVLKWSVTQALDVTEQLDAGVRYLDLRIAHMLEGSEKNLHFVHMVYTTALVEDTLTEISEWLERHPREVVILACRNFEGLSEDLHEYLVACIKNIFGDMLCPRGEVPTLRQLWSRGQQVIVSYEDESSLRRHHELWPGVPYWWGNRVKTEALIRYLETMKSCGRPGGLFVAGINLTENLQYVLAHPSESLEKMTLPNLPRLSAWVREQCPGPGSRCTNIIA.... The miRNA is hsa-miR-6771-5p with sequence CUCGGGAGGGCAUGGGCCAGGC. Result: 1 (interaction). (4) The protein sequence of the target gene is MAEDTYSHKMVKTNHRRCRTKFTEEQLKILINTFNQKPYPGYATKQKLALEINTEESRIQIWFQNRRARHGFQKRPEAETLESSQSQGQDQPGVEFQSREARRCRTTYSASQLHTLIKAFMKNPYPGIDSREELAKEIGVPESRVQIWFQNRRSRLLLQRKREPVASLEQEEQGKIPEGLQGAEDTQNGTNFTSDSHFSGARTW. Result: 0 (no interaction). The miRNA is hsa-miR-4447 with sequence GGUGGGGGCUGUUGUUU. (5) The miRNA is mmu-miR-1298-5p with sequence UUCAUUCGGCUGUCCAGAUGUA. The protein sequence of the target gene is MDSYVIQTNVNDSLPSVLDVRVNIGGRSSVQGRAKGRKARWNVRPSDMSNKTFNPIRAIVDNMKVKPNPNKTVISLSIGDPTVFGNLPTDPEVTQAMKDALDSGKYNGYAPSIGYLSSREEVASYYHCPEAPLEAKDVILTSGCSQAIELCLAVLANPGQNILIPRPGFSLYRTLAESMGIEVKLYNLLPEKSWEIDLKQLESLIDEKTACLVVNNPSNPCGSVFSKRHLQKILAVAERQCVPILADEIYGDMVFSDCKYEPMATLSTNVPILSCGGLAKRWLVPGWRLGWILIHDRRDI.... Result: 0 (no interaction). (6) The miRNA is hsa-miR-651-5p with sequence UUUAGGAUAAGCUUGACUUUUG. The protein sequence of the target gene is MSGPWPSPDSRTKGTVAWLAEVLLWVGGSVVLSSEWQLGPLVERCMGAMQEGMQMVKLRGGSKGLVRFYYLDEHRSCIRWRPSRKNEKAKISIDSIQEVSEGRQSEVFQRYPDGSFDPNCCFSIYHGSHRESLDLVSTSSEVARTWVTGLRYLMAGISDEDSLARRQRTRDQWLKQTFDEADKNGDGSLSIGEVLQLLHKLNVNLPRQRVKQMFREADTDDHQGTLGFEEFCAFYKMMSTRRDLYLLMLTYSNHKDHLDAASLQRFLQVEQKMAGVTLESCQDIIEQFEPCPENKSKGLL.... Result: 0 (no interaction). (7) The miRNA is hsa-miR-4494 with sequence CCAGACUGUGGCUGACCAGAGG. The protein sequence of the target gene is MPKAKGKTRRQKFGYSVNRKRLNRNARRKAAPRIECSHIRHAWDHAKSVRQNLAEMGLAVDPNRAVPLRKRKVKAMEVDIEERPKELVRKPYVLNDLEAEASLPEKKGNTLSRDLIDYVRYMVENHGEDYKAMARDEKNYYQDTPKQIRSKINVYKRFYPAEWQDFLDSLQKRKMEVE. Result: 0 (no interaction). (8) The miRNA is mmu-miR-16-5p with sequence UAGCAGCACGUAAAUAUUGGCG. The protein sequence of the target gene is MAAKSDGAAASASPDPEGAAGGARGSAGGRGEAAAAAGPPGVVGAGGPGPRYELRDCCWVLCALLVFFSDGATDLWLAASYYLQNQHTYFSLTLLFVLLPSLVVQLLSFRWFVYDYSEPAGSPGPAVSTKDSVAGGAAISTKDSAGAFRTKEGSPEPGPQPAPSSASAYRRRCCRLCIWLLQTLVHLLQLGQVWRYLRALYLGLQSRWRGERLRRHFYWQMLFESADVSMLRLLETFLRSAPQLVLQLSLLVHRGGAPDLLPALSTSASLVSLAWTLASYQKVLRDSRDDKRPLSYKGAV.... Result: 0 (no interaction). (9) The miRNA is mmu-miR-669b-5p with sequence AGUUUUGUGUGCAUGUGCAUGU. The protein sequence of the target gene is MSGDEMIFDPTMSKKKKKKKKPFMLDEEGDAQTEETQPSETKEVEPEPTEEKDVDADEEDSRKKDASDDLDDLNFFNQKKKKKKTKKIFDIDEAEEAIKDVKIESDAQEPAEPEDDLDIMLGNKKKKKKNVKFPEEDEILEKDEALEDEDSKKDDGISFSSQTAWAGSERDYTYEELLNRVFNIMREKNPDMVAGEKRKFVMKPPQVVRVGTKKTSFVNFTDICKLLHRQPKHLLAFLLAELGTSGSIDGNNQLVIKGRFQQKQIENVLRRYIKEYVTCHTCRSPDTILQKDTRLYFLQC.... Result: 1 (interaction). (10) The miRNA is mmu-miR-466i-5p with sequence UGUGUGUGUGUGUGUGUGUG. The protein sequence of the target gene is MATSGRLGFTVRSLLNLPEQDAKPRVRREQQTCVPQTAAWLESECSHYLSSDESGLETSPADSSQLASLRRESPGSDPEKRRKRRVLFSKAQTLELERRFRQQRYLSAPEREQLARLLRLTPTQVKIWFQNHRYKLKRGRAPGITEPSDMAASSDLHAAPGLLRRVVVPVLVHDRPPSNNGRGEGTSAVPQDKCSARLATACPVPGYTAFGPGSALGLFPAYQHLAPPALVSWNW. Result: 1 (interaction).